Dataset: Full USPTO retrosynthesis dataset with 1.9M reactions from patents (1976-2016). Task: Predict the reactants needed to synthesize the given product. (1) Given the product [CH3:1][O:2][C:3](=[O:24])[C:4]1[CH:9]=[CH:8][C:7]([O:10][CH2:26][CH2:27][CH2:28][O:29]/[N:30]=[CH:31]/[C:32]2[C:40]3[C:35](=[CH:36][CH:37]=[CH:38][CH:39]=3)[N:34]([CH2:41][C:42]3[CH:47]=[CH:46][CH:45]=[CH:44][CH:43]=3)[CH:33]=2)=[CH:6][C:5]=1[NH:11][C:12](=[O:23])[C:13]1[CH:14]=[CH:15][C:16]([C:19]([CH3:20])([CH3:21])[CH3:22])=[CH:17][CH:18]=1, predict the reactants needed to synthesize it. The reactants are: [CH3:1][O:2][C:3](=[O:24])[C:4]1[CH:9]=[CH:8][C:7]([OH:10])=[CH:6][C:5]=1[NH:11][C:12](=[O:23])[C:13]1[CH:18]=[CH:17][C:16]([C:19]([CH3:22])([CH3:21])[CH3:20])=[CH:15][CH:14]=1.O[CH2:26][CH2:27][CH2:28][O:29][N:30]=[CH:31][C:32]1[C:40]2[C:35](=[CH:36][CH:37]=[CH:38][CH:39]=2)[N:34]([CH2:41][C:42]2[CH:47]=[CH:46][CH:45]=[CH:44][CH:43]=2)[CH:33]=1.C1(P(C2C=CC=CC=2)C2C=CC=CC=2)C=CC=CC=1.N(C(OC(C)C)=O)=NC(OC(C)C)=O. (2) Given the product [CH2:28]([C:26]1[CH:25]=[CH:24][C:10]([O:11][C:12]2[CH:17]=[CH:16][C:15]([NH:18][CH2:19][CH2:20][CH2:21][OH:22])=[CH:14][C:13]=2[F:23])=[C:9]([OH:8])[CH:27]=1)[CH3:29], predict the reactants needed to synthesize it. The reactants are: C([O:8][C:9]1[CH:27]=[C:26]([CH2:28][CH3:29])[CH:25]=[CH:24][C:10]=1[O:11][C:12]1[CH:17]=[CH:16][C:15]([NH:18][CH2:19][CH2:20][CH2:21][OH:22])=[CH:14][C:13]=1[F:23])C1C=CC=CC=1.C([O-])=O.[NH4+].